Dataset: Full USPTO retrosynthesis dataset with 1.9M reactions from patents (1976-2016). Task: Predict the reactants needed to synthesize the given product. (1) The reactants are: [O:1]=[S:2]1(=[O:16])[C:6]2[CH:7]=[C:8]([CH2:11][C:12]([OH:14])=O)[CH:9]=[CH:10][C:5]=2[C:4](=[O:15])[NH:3]1.CCN=C=NCCCN(C)C.C1C=CC2N(O)N=NC=2C=1.CCN(C(C)C)C(C)C.[CH3:47][NH:48][C@@H:49]([C:57]1[CH:62]=[CH:61][CH:60]=[CH:59][CH:58]=1)[CH2:50][N:51]1[CH2:55][CH2:54][C@H:53]([OH:56])[CH2:52]1. Given the product [O:16]=[S:2]1(=[O:1])[C:6]2[CH:7]=[C:8]([CH2:11][C:12]([N:48]([C@@H:49]([C:57]3[CH:62]=[CH:61][CH:60]=[CH:59][CH:58]=3)[CH2:50][N:51]3[CH2:55][CH2:54][C@H:53]([OH:56])[CH2:52]3)[CH3:47])=[O:14])[CH:9]=[CH:10][C:5]=2[C:4](=[O:15])[NH:3]1, predict the reactants needed to synthesize it. (2) Given the product [CH3:14][N:15](/[CH:17]=[N:7]/[C:5](=[O:6])[C:4]1[CH:8]=[CH:9][C:10]([CH3:11])=[C:2]([I:1])[CH:3]=1)[CH3:16], predict the reactants needed to synthesize it. The reactants are: [I:1][C:2]1[CH:3]=[C:4]([CH:8]=[CH:9][C:10]=1[CH3:11])[C:5]([NH2:7])=[O:6].CO[CH:14](OC)[N:15]([CH3:17])[CH3:16]. (3) Given the product [O:14]=[C:15]1[C:23]2[C:18](=[CH:19][C:20]([CH2:24][CH2:25][N:1]3[CH2:6][CH2:5][CH:4]([C:7]([O:9][C:10]([CH3:13])([CH3:12])[CH3:11])=[O:8])[CH2:3][CH2:2]3)=[CH:21][CH:22]=2)[CH2:17][O:16]1, predict the reactants needed to synthesize it. The reactants are: [NH:1]1[CH2:6][CH2:5][CH:4]([C:7]([O:9][C:10]([CH3:13])([CH3:12])[CH3:11])=[O:8])[CH2:3][CH2:2]1.[O:14]=[C:15]1[C:23]2[C:18](=[CH:19][C:20]([CH2:24][CH:25]=O)=[CH:21][CH:22]=2)[CH2:17][O:16]1.C(O[BH-](OC(=O)C)OC(=O)C)(=O)C.[Na+].C([O-])(O)=O.[Na+]. (4) The reactants are: [Cl:1][C:2]1[CH:3]=[C:4]([C:15]([C:18]2[CH:23]=[CH:22][CH:21]=[C:20]([Cl:24])[CH:19]=2)=[N:16]O)[CH:5]=[CH:6][C:7]=1[CH2:8][N:9]1[CH2:14][CH2:13][O:12][CH2:11][CH2:10]1.ClC1C=C(C(N)C2C=CC(CN3CCCC3)=C(Cl)C=2)C=CC=1. Given the product [Cl:24][C:20]1[CH:19]=[C:18]([CH:15]([NH2:16])[C:4]2[CH:5]=[CH:6][C:7]([CH2:8][N:9]3[CH2:10][CH2:11][O:12][CH2:13][CH2:14]3)=[C:2]([Cl:1])[CH:3]=2)[CH:23]=[CH:22][CH:21]=1, predict the reactants needed to synthesize it. (5) Given the product [OH:1][C:2]1(/[CH:17]=[CH:18]/[C:19](/[C:26]([F:27])([F:28])[F:29])=[CH:20]\[C:21]([O:23][CH2:24][CH3:25])=[O:22])[C:13]([CH3:14])([CH3:15])[CH2:12][C:5](=[O:6])[CH:4]=[C:3]1[CH3:16], predict the reactants needed to synthesize it. The reactants are: [OH:1][C:2]1(/[CH:17]=[CH:18]/[C:19](/[C:26]([F:29])([F:28])[F:27])=[CH:20]\[C:21]([O:23][CH2:24][CH3:25])=[O:22])[C:13]([CH3:15])([CH3:14])[CH2:12][C:5]2(OC(C)C(C)[O:6]2)[CH:4]=[C:3]1[CH3:16].Cl.O. (6) Given the product [Cl:22][C:2]1[C:7]([CH3:8])=[C:6]([CH2:9][C:10]2[C:15]([CH3:16])=[CH:14][C:13]([CH3:17])=[CH:12][C:11]=2[CH3:18])[N:5]=[C:4]([CH3:19])[N:3]=1, predict the reactants needed to synthesize it. The reactants are: O[C:2]1[C:7]([CH3:8])=[C:6]([CH2:9][C:10]2[C:15]([CH3:16])=[CH:14][C:13]([CH3:17])=[CH:12][C:11]=2[CH3:18])[N:5]=[C:4]([CH3:19])[N:3]=1.O=P(Cl)(Cl)[Cl:22]. (7) Given the product [ClH:1].[NH2:21][CH2:22][CH2:23][C:24]1[N:14]([C@H:7]2[CH2:6][CH2:5][C:4]3[C:9](=[CH:10][C:11]([F:13])=[CH:12][C:3]=3[F:2])[CH2:8]2)[C:37](=[S:36])[NH:38][CH:25]=1, predict the reactants needed to synthesize it. The reactants are: [ClH:1].[F:2][C:3]1[CH:12]=[C:11]([F:13])[CH:10]=[C:9]2[C:4]=1[CH2:5][CH2:6][C@H:7]([NH2:14])[CH2:8]2.C(OC(=O)[NH:21][CH2:22][CH2:23][C:24](=O)[CH2:25]O[Si](C(C)(C)C)(C)C)(C)(C)C.[S-:36][C:37]#[N:38].[K+].O.C(O)(=O)C.